This data is from Peptide-MHC class I binding affinity with 185,985 pairs from IEDB/IMGT. The task is: Regression. Given a peptide amino acid sequence and an MHC pseudo amino acid sequence, predict their binding affinity value. This is MHC class I binding data. (1) The peptide sequence is RLQQELDDL. The MHC is HLA-A68:02 with pseudo-sequence HLA-A68:02. The binding affinity (normalized) is 0. (2) The peptide sequence is ISYKDREWCF. The MHC is HLA-A24:02 with pseudo-sequence HLA-A24:02. The binding affinity (normalized) is 0.360. (3) The peptide sequence is LLTFWNPPT. The MHC is HLA-A02:01 with pseudo-sequence HLA-A02:01. The binding affinity (normalized) is 0.521. (4) The peptide sequence is RTRLNLDPL. The MHC is H-2-Db with pseudo-sequence H-2-Db. The binding affinity (normalized) is 0.511. (5) The peptide sequence is YPMSIPATLF. The MHC is HLA-B35:01 with pseudo-sequence HLA-B35:01. The binding affinity (normalized) is 0.812. (6) The binding affinity (normalized) is 0.311. The peptide sequence is KLYIALCKVT. The MHC is HLA-A02:01 with pseudo-sequence HLA-A02:01. (7) The peptide sequence is YRGEYRQSR. The MHC is HLA-A80:01 with pseudo-sequence HLA-A80:01. The binding affinity (normalized) is 0.0847.